From a dataset of Full USPTO retrosynthesis dataset with 1.9M reactions from patents (1976-2016). Predict the reactants needed to synthesize the given product. (1) Given the product [Cl:17][CH2:16][CH2:15][O:1][C:2]1[CH:11]=[CH:10][C:5]([C:6]([O:8][CH3:9])=[O:7])=[CH:4][C:3]=1[O:12][CH3:13], predict the reactants needed to synthesize it. The reactants are: [OH:1][C:2]1[CH:11]=[CH:10][C:5]([C:6]([O:8][CH3:9])=[O:7])=[CH:4][C:3]=1[O:12][CH3:13].Br[CH2:15][CH2:16][Cl:17].C(=O)([O-])[O-].[K+].[K+]. (2) Given the product [F:1][C:2]1[CH:3]=[C:4]([N:8]2[C:16]3[C:11](=[CH:12][CH:13]=[CH:14][CH:15]=3)[CH:10]=[C:9]2[C:17](=[O:18])[CH3:23])[CH:5]=[CH:6][CH:7]=1, predict the reactants needed to synthesize it. The reactants are: [F:1][C:2]1[CH:3]=[C:4]([N:8]2[C:16]3[C:11](=[CH:12][CH:13]=[CH:14][CH:15]=3)[CH:10]=[C:9]2[C:17](N(OC)C)=[O:18])[CH:5]=[CH:6][CH:7]=1.[CH3:23][Mg]Br. (3) Given the product [CH3:1][S:2][C:3]1[CH:8]=[CH:7][C:6]([CH:9]([C:11]2[C:20]3[C:15](=[CH:16][CH:17]=[CH:18][CH:19]=3)[CH:14]=[CH:13][CH:12]=2)[OH:10])=[CH:5][CH:4]=1, predict the reactants needed to synthesize it. The reactants are: [CH3:1][S:2][C:3]1[CH:8]=[CH:7][C:6]([C:9]([C:11]2[C:20]3[C:15](=[CH:16][CH:17]=[CH:18][CH:19]=3)[CH:14]=[CH:13][CH:12]=2)=[O:10])=[CH:5][CH:4]=1.[BH4-].[Na+]. (4) Given the product [CH3:38][N:31]1[C:30]2[C:35]([CH3:37])=[CH:36][C:27]([C:25]([C:21]3[N:22]=[CH:23][N:24]=[C:19]([N:2]4[CH2:3][CH2:4][C:5]5([O:12][C:11](=[O:13])[NH:10][C:9]6[CH:14]=[CH:15][CH:16]=[CH:17][C:8]5=6)[CH2:6][CH2:7]4)[CH:20]=3)=[O:26])=[CH:28][C:29]=2[O:33][C:32]1=[O:34], predict the reactants needed to synthesize it. The reactants are: Cl.[NH:2]1[CH2:7][CH2:6][C:5]2([O:12][C:11](=[O:13])[NH:10][C:9]3[CH:14]=[CH:15][CH:16]=[CH:17][C:8]2=3)[CH2:4][CH2:3]1.Cl[C:19]1[N:24]=[CH:23][N:22]=[C:21]([C:25]([C:27]2[CH:36]=[C:35]([CH3:37])[C:30]3[NH:31][C:32](=[O:34])[O:33][C:29]=3[CH:28]=2)=[O:26])[CH:20]=1.[CH3:38]CN(C(C)C)C(C)C. (5) The reactants are: [CH:1]1(C(O)(CC2OC(C)(C)OC(=O)C=2)CCC2C=CC(C(CC)(CC)C#N)=C(F)C=2)CCC[CH2:2]1.[CH:34]1([C:39]([OH:64])([CH2:54][C:55]2[O:56]C(C)(C)O[C:59](=[O:61])[CH:60]=2)[CH2:40][CH2:41][C:42]2[CH:47]=[CH:46][C:45]([C:48]3([C:51]#[N:52])[CH2:50][CH2:49]3)=[C:44]([F:53])[CH:43]=2)[CH2:38][CH2:37][CH2:36][CH2:35]1. Given the product [CH:34]1([C:39]2([CH2:40][CH2:41][C:42]3[CH:47]=[CH:46][C:45]([C:48]([CH2:1][CH3:2])([CH2:50][CH3:49])[C:51]#[N:52])=[C:44]([F:53])[CH:43]=3)[CH2:54][C:55](=[O:56])[CH2:60][C:59](=[O:61])[O:64]2)[CH2:38][CH2:37][CH2:36][CH2:35]1, predict the reactants needed to synthesize it.